From a dataset of NCI-60 drug combinations with 297,098 pairs across 59 cell lines. Regression. Given two drug SMILES strings and cell line genomic features, predict the synergy score measuring deviation from expected non-interaction effect. (1) Drug 1: C1=C(C(=O)NC(=O)N1)F. Drug 2: C1=CC(=CC=C1C#N)C(C2=CC=C(C=C2)C#N)N3C=NC=N3. Cell line: LOX IMVI. Synergy scores: CSS=29.8, Synergy_ZIP=-4.86, Synergy_Bliss=-8.56, Synergy_Loewe=-9.12, Synergy_HSA=-6.51. (2) Drug 1: C1=NC2=C(N1)C(=S)N=C(N2)N. Drug 2: CC12CCC3C(C1CCC2O)C(CC4=C3C=CC(=C4)O)CCCCCCCCCS(=O)CCCC(C(F)(F)F)(F)F. Cell line: HS 578T. Synergy scores: CSS=8.31, Synergy_ZIP=-2.21, Synergy_Bliss=-1.27, Synergy_Loewe=-5.06, Synergy_HSA=-0.455. (3) Drug 1: CC12CCC(CC1=CCC3C2CCC4(C3CC=C4C5=CN=CC=C5)C)O. Drug 2: C1=NC2=C(N1)C(=S)N=C(N2)N. Cell line: COLO 205. Synergy scores: CSS=31.6, Synergy_ZIP=2.34, Synergy_Bliss=4.85, Synergy_Loewe=-10.6, Synergy_HSA=1.26.